From a dataset of Peptide-MHC class II binding affinity with 134,281 pairs from IEDB. Regression. Given a peptide amino acid sequence and an MHC pseudo amino acid sequence, predict their binding affinity value. This is MHC class II binding data. (1) The peptide sequence is SNGEIEDVQTDIPSE. The MHC is DRB1_0701 with pseudo-sequence DRB1_0701. The binding affinity (normalized) is 0.279. (2) The peptide sequence is YSSVNDRLVSFHSTK. The MHC is DRB1_0101 with pseudo-sequence DRB1_0101. The binding affinity (normalized) is 0.173. (3) The peptide sequence is YDKFLANHSTVLTGK. The MHC is DRB1_1001 with pseudo-sequence DRB1_1001. The binding affinity (normalized) is 0.557. (4) The peptide sequence is ATIRVLALGNQEGSL. The MHC is DRB3_0301 with pseudo-sequence DRB3_0301. The binding affinity (normalized) is 0.484. (5) The peptide sequence is CKRTYSDRGWGNGCG. The MHC is DRB1_0701 with pseudo-sequence DRB1_0701. The binding affinity (normalized) is 0.149.